Dataset: Forward reaction prediction with 1.9M reactions from USPTO patents (1976-2016). Task: Predict the product of the given reaction. (1) The product is: [Cl:1][C:2]1[CH:3]=[C:4]([O:25][C:26]([F:29])([F:28])[F:27])[CH:5]=[C:6]2[C:11]=1[N:10]=[CH:9][N:8]([NH:12][C:36]1[CH:37]=[C:38]([CH:41]=[CH:42][C:35]=1[S:32]([CH2:30][CH3:31])(=[O:33])=[O:34])[C:39]#[N:40])[C:7]2=[O:24]. Given the reactants [Cl:1][C:2]1[CH:3]=[C:4]([O:25][C:26]([F:29])([F:28])[F:27])[CH:5]=[C:6]2[C:11]=1[N:10]=[CH:9][N:8]([NH:12]C1C=C(C=CC=1SCC)C#N)[C:7]2=[O:24].[CH2:30]([S:32]([C:35]1[CH:42]=[CH:41][C:38]([C:39]#[N:40])=[CH:37][C:36]=1C)(=[O:34])=[O:33])[CH3:31], predict the reaction product. (2) Given the reactants [CH3:1][O:2][C:3]1[CH:4]=[C:5]([CH:10]=[C:11]([O:14][CH3:15])[C:12]=1[OH:13])[C:6]([O:8][CH3:9])=[O:7].Cl.Cl[CH2:18][CH2:19][N:20]1[CH2:25][CH2:24][O:23][CH2:22][CH2:21]1.C([O-])([O-])=O.[K+].[K+], predict the reaction product. The product is: [CH3:9][O:8][C:6](=[O:7])[C:5]1[CH:10]=[C:11]([O:14][CH3:15])[C:12]([O:13][CH2:18][CH2:19][N:20]2[CH2:25][CH2:24][O:23][CH2:22][CH2:21]2)=[C:3]([O:2][CH3:1])[CH:4]=1.